From a dataset of Reaction yield outcomes from USPTO patents with 853,638 reactions. Predict the reaction yield, written as a fraction of the theoretical maximum amount of product (1.0 means a 100% yield; for example, 0.34 means a 34% yield). (1) The reactants are C([N:4](C(C)C)CC)(C)C.[Cl:10][C:11]1C=[C:15]([Cl:17])[C:14]([N+:18]([O-:20])=[O:19])=[C:13](Cl)[N:12]=1.Cl.[O:23]1[CH2:28][CH2:27][CH:26]([NH2:29])[CH2:25][CH2:24]1.O. The product is [Cl:10][C:11]1[N:12]=[C:13]([NH:29][CH:26]2[CH2:27][CH2:28][O:23][CH2:24][CH2:25]2)[C:14]([N+:18]([O-:20])=[O:19])=[C:15]([Cl:17])[N:4]=1. The catalyst is C(Cl)Cl. The yield is 0.490. (2) The reactants are C[CH:2]1[C@H:8]2[N:9]([CH3:10])[C@H:5]([CH2:6][CH2:7]2)[C:4](=[N:11][CH2:12][C:13]2[CH:18]=[CH:17][CH:16]=[CH:15][CH:14]=2)[CH2:3]1.[CH3:19][O:20][C:21]1[CH:26]=[CH:25][C:24]([CH2:27][C:28](Cl)=[O:29])=[CH:23][CH:22]=1.Cl[CH2:32]Cl. No catalyst specified. The product is [CH3:19][O:20][C:21]1[CH:26]=[CH:25][C:24]([CH2:27][C:28]([N:11]([CH2:12][C:13]2[CH:14]=[CH:15][C:16]([CH3:32])=[CH:17][CH:18]=2)[C:4]2[C@H:5]3[N:9]([CH3:10])[C@H:8]([CH2:7][CH2:6]3)[CH2:2][CH:3]=2)=[O:29])=[CH:23][CH:22]=1. The yield is 0.180.